The task is: Predict the reactants needed to synthesize the given product.. This data is from Full USPTO retrosynthesis dataset with 1.9M reactions from patents (1976-2016). (1) Given the product [Cl:6][C:7]1[CH:12]=[CH:11][C:10]([C:19]2([OH:22])[CH2:20][CH2:21][C:16]([CH3:15])([CH3:35])[CH2:17]/[C:18]/2=[CH:23]\[O:24][Si:25]([CH:26]([CH3:28])[CH3:27])([CH:32]([CH3:34])[CH3:33])[CH:29]([CH3:31])[CH3:30])=[CH:9][CH:8]=1, predict the reactants needed to synthesize it. The reactants are: O1CCCC1.[Cl:6][C:7]1[CH:12]=[CH:11][C:10]([Mg]Br)=[CH:9][CH:8]=1.[CH3:15][C:16]1([CH3:35])[CH2:21][CH2:20][C:19](=[O:22])/[C:18](=[CH:23]/[O:24][Si:25]([CH:32]([CH3:34])[CH3:33])([CH:29]([CH3:31])[CH3:30])[CH:26]([CH3:28])[CH3:27])/[CH2:17]1. (2) Given the product [C:9]([C:8]1[CH:11]=[CH:12][C:13]([C:15]2[CH:16]=[CH:17][C:18]3[O:22][C:21]([C:27]4[CH:28]=[C:29]([Cl:34])[CH:30]=[C:31]([Cl:33])[CH:32]=4)([C:23]([F:26])([F:24])[F:25])[CH2:20][C:19]=3[CH:35]=2)=[CH:14][C:7]=1[NH:6][C:1](=[O:4])[CH2:2][CH3:3])#[N:10], predict the reactants needed to synthesize it. The reactants are: [C:1](Cl)(=[O:4])[CH2:2][CH3:3].[NH2:6][C:7]1[CH:14]=[C:13]([C:15]2[CH:16]=[CH:17][C:18]3[O:22][C:21]([C:27]4[CH:32]=[C:31]([Cl:33])[CH:30]=[C:29]([Cl:34])[CH:28]=4)([C:23]([F:26])([F:25])[F:24])[CH2:20][C:19]=3[CH:35]=2)[CH:12]=[CH:11][C:8]=1[C:9]#[N:10].C(=O)([O-])[O-].[K+].[K+].O. (3) The reactants are: [CH2:1]([O:3][C:4]([C:6]1[N:7]=[C:8]([NH:11][C:12](=[O:29])[CH:13]([C:20]2[CH:25]=[CH:24][C:23]([N+:26]([O-:28])=[O:27])=[CH:22][CH:21]=2)[CH2:14][CH:15]2[CH2:19][CH2:18][CH2:17][CH2:16]2)[S:9][CH:10]=1)=[O:5])C.S(=O)(=O)(O)O. Given the product [CH3:1][O:3][C:4]([C:6]1[N:7]=[C:8]([NH:11][C:12](=[O:29])[CH:13]([C:20]2[CH:21]=[CH:22][C:23]([N+:26]([O-:28])=[O:27])=[CH:24][CH:25]=2)[CH2:14][CH:15]2[CH2:16][CH2:17][CH2:18][CH2:19]2)[S:9][CH:10]=1)=[O:5], predict the reactants needed to synthesize it. (4) Given the product [C:34]([C:33]1[N:29]=[C:28]([CH:13]2[CH2:14][CH:15]([C:17]3[CH:22]=[CH:21][C:20]([O:23][C:24]([F:26])([F:25])[F:27])=[CH:19][CH:18]=3)[CH2:16][N:11]([C:9]([N:6]3[CH2:5][CH2:4][CH:3]([C:1]#[N:2])[CH2:8][CH2:7]3)=[O:10])[CH2:12]2)[S:30][CH:32]=1)([CH3:37])([CH3:36])[CH3:35], predict the reactants needed to synthesize it. The reactants are: [C:1]([CH:3]1[CH2:8][CH2:7][N:6]([C:9]([N:11]2[CH2:16][CH:15]([C:17]3[CH:22]=[CH:21][C:20]([O:23][C:24]([F:27])([F:26])[F:25])=[CH:19][CH:18]=3)[CH2:14][CH:13]([C:28](=[S:30])[NH2:29])[CH2:12]2)=[O:10])[CH2:5][CH2:4]1)#[N:2].Br[CH2:32][C:33](=O)[C:34]([CH3:37])([CH3:36])[CH3:35]. (5) Given the product [CH3:17][O:16][C:14]([C:11]1[CH:12]=[CH:13][C:7]2[CH:6]=[C:5]([C:3](=[O:2])[NH:18][OH:19])[S:9][C:8]=2[CH:10]=1)=[O:15], predict the reactants needed to synthesize it. The reactants are: C[O:2][C:3]([C:5]1[S:9][C:8]2[CH:10]=[C:11]([C:14]([O:16][CH3:17])=[O:15])[CH:12]=[CH:13][C:7]=2[CH:6]=1)=O.[NH2:18][OH:19]. (6) The reactants are: Cl[Si](C)(C)C.[I-].[Na+].[Br:8][C:9]1[CH:10]=[CH:11][C:12]([Cl:21])=[C:13]([CH2:15][NH:16]C(=O)OC)[CH:14]=1.[OH-].[Na+]. Given the product [Br:8][C:9]1[CH:10]=[CH:11][C:12]([Cl:21])=[C:13]([CH2:15][NH2:16])[CH:14]=1, predict the reactants needed to synthesize it. (7) Given the product [Br:1][C:2]1[NH:3][C:4]([C@@H:8]2[CH2:12][CH2:11][CH2:10][N:9]2[C:13]([O:15][C:16]([CH3:19])([CH3:18])[CH3:17])=[O:14])=[N:5][CH:6]=1, predict the reactants needed to synthesize it. The reactants are: [Br:1][C:2]1[N:3]=[C:4]([C@@H:8]2[CH2:12][CH2:11][CH2:10][N:9]2[C:13]([O:15][C:16]([CH3:19])([CH3:18])[CH3:17])=[O:14])[NH:5][C:6]=1Br.[O-]S([O-])=O.[Na+].[Na+]. (8) Given the product [CH3:19][O:18][C:14]1[S:13][C:12]2=[N:11][C:10]([C:8]3[O:9][C:5]4[CH:4]=[C:3]([O:2][CH3:1])[CH:21]=[C:20]([O:22][CH2:48][C:46]5[N:47]=[C:43]([CH3:42])[S:44][CH:45]=5)[C:6]=4[CH:7]=3)=[CH:17][N:16]2[N:15]=1, predict the reactants needed to synthesize it. The reactants are: [CH3:1][O:2][C:3]1[CH:4]=[C:5]2[O:9][C:8]([C:10]3[N:11]=[C:12]4[N:16]([CH:17]=3)[N:15]=[C:14]([O:18][CH3:19])[S:13]4)=[CH:7][C:6]2=[C:20]([OH:22])[CH:21]=1.C1(P(C2C=CC=CC=2)C2C=CC=CC=2)C=CC=CC=1.[CH3:42][C:43]1[S:44][CH:45]=[C:46]([CH2:48]O)[N:47]=1.CC(OC(/N=N/C(OC(C)C)=O)=O)C. (9) Given the product [F:49][C:30]1[C:29]([N:15]2[CH2:14][CH2:2][CH2:11][N:12]([CH3:13])[CH2:17][CH2:16]2)=[CH:38][C:37]2[NH:36][CH:35]=[C:34]3[C:39](=[O:48])[N:40]([C:42]4[CH:47]=[CH:46][CH:45]=[CH:44][CH:43]=4)[N:41]=[C:33]3[C:32]=2[CH:31]=1, predict the reactants needed to synthesize it. The reactants are: F[C:2]1[C:11]([N:12]2[CH2:17][CH2:16][NH:15][CH2:14][CH2:13]2)=CC2NC=C3C(=O)N(C4C=CC=CC=4)N=C3C=2C=1.F[C:29]1[C:30]([F:49])=[CH:31][C:32]2[C:33]3[C:34]([C:39](=[O:48])[N:40]([C:42]4[CH:47]=[CH:46][CH:45]=[CH:44][CH:43]=4)[N:41]=3)=[CH:35][NH:36][C:37]=2[CH:38]=1.CN1CCCNCC1. (10) Given the product [CH3:15][CH:14]([CH3:16])[CH:13]([C:12]1[N:8]([C:5]2[CH:4]=[CH:3][C:2]([CH3:1])=[CH:7][CH:6]=2)[N:9]=[CH:10][CH:11]=1)[OH:17], predict the reactants needed to synthesize it. The reactants are: [CH3:1][C:2]1[CH:7]=[CH:6][C:5]([N:8]2[CH:12]=[CH:11][CH:10]=[N:9]2)=[CH:4][CH:3]=1.[CH:13](=[O:17])[CH:14]([CH3:16])[CH3:15].